This data is from Catalyst prediction with 721,799 reactions and 888 catalyst types from USPTO. The task is: Predict which catalyst facilitates the given reaction. (1) Reactant: [Br:1][C:2]1[CH:3]=[C:4]([CH:8]([NH:10][C:11]2[CH:16]=[C:15](F)[CH:14]=[CH:13][C:12]=2[N+:18]([O-:20])=[O:19])[CH3:9])[CH:5]=[CH:6][CH:7]=1.[N:21]1([C:27]([O:29][C:30]([CH3:33])([CH3:32])[CH3:31])=[O:28])[CH2:26][CH2:25][NH:24][CH2:23][CH2:22]1.C(N(C(C)C)CC)(C)C. Product: [Br:1][C:2]1[CH:3]=[C:4]([CH:8]([NH:10][C:11]2[CH:16]=[C:15]([N:24]3[CH2:23][CH2:22][N:21]([C:27]([O:29][C:30]([CH3:33])([CH3:32])[CH3:31])=[O:28])[CH2:26][CH2:25]3)[CH:14]=[CH:13][C:12]=2[N+:18]([O-:20])=[O:19])[CH3:9])[CH:5]=[CH:6][CH:7]=1. The catalyst class is: 10. (2) Reactant: [C:1]([OH:6])(=[O:5])[C:2]([CH3:4])=O.[Cl:7][C:8]1[CH:9]=[C:10](I)[C:11]([NH2:14])=[N:12][CH:13]=1.C1N2CCN(CC2)C1. Product: [Cl:7][C:8]1[CH:9]=[C:10]2[CH:4]=[C:2]([C:1]([OH:6])=[O:5])[NH:14][C:11]2=[N:12][CH:13]=1. The catalyst class is: 274. (3) Reactant: [C:1]([O:5][C:6]([N:8]1[C@@H:13]([C:14]2[CH:19]=[CH:18][CH:17]=[CH:16][CH:15]=2)[C@@H:12]([C:20]2[CH:25]=[CH:24][CH:23]=[CH:22][CH:21]=2)[O:11][C:10](=[O:26])[CH2:9]1)=[O:7])([CH3:4])([CH3:3])[CH3:2].[F:27][C:28]1[CH:35]=[CH:34][CH:33]=[C:32]([F:36])[C:29]=1[CH2:30]Br.C[Si](C)(C)N[Si](C)(C)C.[Na].O. Product: [C:1]([O:5][C:6]([N:8]1[C@@H:13]([C:14]2[CH:15]=[CH:16][CH:17]=[CH:18][CH:19]=2)[C@@H:12]([C:20]2[CH:21]=[CH:22][CH:23]=[CH:24][CH:25]=2)[O:11][C:10](=[O:26])[C@@H:9]1[CH2:30][C:29]1[C:28]([F:27])=[CH:35][CH:34]=[CH:33][C:32]=1[F:36])=[O:7])([CH3:4])([CH3:2])[CH3:3]. The catalyst class is: 7. (4) Reactant: Cl.[NH2:2][C@H:3]1[CH2:7][CH2:6][O:5][C:4]1=[O:8].[BrH:9]. Product: [BrH:9].[NH2:2][C@@H:3]([CH2:7][CH2:6][Br:9])[C:4]([OH:5])=[O:8]. The catalyst class is: 52. (5) Reactant: Cl.CC1(C)[O:7][CH:6]([CH2:8][N:9]2[C:21]3[C:20]4[CH:19]=[CH:18][C:17]([C:22]5[CH:23]=[N:24][CH:25]=[CH:26][CH:27]=5)=[CH:16][C:15]=4[N:14]=[C:13]([NH2:28])[C:12]=3[N:11]=[C:10]2[CH2:29][O:30][CH2:31][CH3:32])[CH2:5][O:4]1. Product: [NH2:28][C:13]1[C:12]2[N:11]=[C:10]([CH2:29][O:30][CH2:31][CH3:32])[N:9]([CH2:8][CH:6]([OH:7])[CH2:5][OH:4])[C:21]=2[C:20]2[CH:19]=[CH:18][C:17]([C:22]3[CH:23]=[N:24][CH:25]=[CH:26][CH:27]=3)=[CH:16][C:15]=2[N:14]=1. The catalyst class is: 1. (6) Reactant: Cl[C:2]1[N:7]=[C:6]([C:8]([N:10]2[CH2:15][CH2:14][CH:13]([N:16]3[CH2:20][CH2:19][CH2:18][CH2:17]3)[CH2:12][CH2:11]2)=[O:9])[C:5]([CH3:21])=[CH:4][C:3]=1[C:22]1[CH:27]=[CH:26][CH:25]=[C:24]([C:28]([F:31])([F:30])[F:29])[CH:23]=1.[N:32]1[CH:37]=[CH:36][CH:35]=[C:34]([OH:38])[CH:33]=1.[H-].[Na+]. Product: [CH3:21][C:5]1[C:6]([C:8]([N:10]2[CH2:15][CH2:14][CH:13]([N:16]3[CH2:20][CH2:19][CH2:18][CH2:17]3)[CH2:12][CH2:11]2)=[O:9])=[N:7][C:2]([O:38][C:34]2[CH:33]=[N:32][CH:37]=[CH:36][CH:35]=2)=[C:3]([C:22]2[CH:27]=[CH:26][CH:25]=[C:24]([C:28]([F:31])([F:30])[F:29])[CH:23]=2)[CH:4]=1. The catalyst class is: 60. (7) Reactant: [CH2:1]([NH:8][C:9]1[N:17]=[C:16]([O:18][CH2:19][CH2:20][CH2:21][CH3:22])[N:15]=[C:14]2[C:10]=1[N:11]=[CH:12][N:13]2[CH:23]1[CH2:28][CH2:27][CH2:26][CH2:25][O:24]1)[C:2]1[CH:7]=[CH:6][CH:5]=[CH:4][CH:3]=1.C([O-])(=O)C.[Na+].[Br:34]Br.S([O-])([O-])(=O)=S.[Na+].[Na+]. Product: [CH2:1]([NH:8][C:9]1[N:17]=[C:16]([O:18][CH2:19][CH2:20][CH2:21][CH3:22])[N:15]=[C:14]2[C:10]=1[N:11]=[C:12]([Br:34])[N:13]2[CH:23]1[CH2:28][CH2:27][CH2:26][CH2:25][O:24]1)[C:2]1[CH:3]=[CH:4][CH:5]=[CH:6][CH:7]=1. The catalyst class is: 84. (8) Reactant: [C:1]1([CH2:7][C:8](Cl)=[O:9])[CH:6]=[CH:5][CH:4]=[CH:3][CH:2]=1.[S-:11][C:12]#[N:13].[K+].[NH2:15][C:16]1[CH:37]=[CH:36][C:19]([O:20][C:21]2[N:26]=[CH:25][N:24]=[C:23]([NH:27][C:28]([N:30]3[CH2:35][CH2:34][O:33][CH2:32][CH2:31]3)=[O:29])[CH:22]=2)=[C:18]([F:38])[CH:17]=1.CCCCCC. Product: [F:38][C:18]1[CH:17]=[C:16]([NH:15][C:12]([NH:13][C:8](=[O:9])[CH2:7][C:1]2[CH:6]=[CH:5][CH:4]=[CH:3][CH:2]=2)=[S:11])[CH:37]=[CH:36][C:19]=1[O:20][C:21]1[N:26]=[CH:25][N:24]=[C:23]([NH:27][C:28]([N:30]2[CH2:31][CH2:32][O:33][CH2:34][CH2:35]2)=[O:29])[CH:22]=1. The catalyst class is: 753.